This data is from NCI-60 drug combinations with 297,098 pairs across 59 cell lines. The task is: Regression. Given two drug SMILES strings and cell line genomic features, predict the synergy score measuring deviation from expected non-interaction effect. Drug 1: CN1C(=O)N2C=NC(=C2N=N1)C(=O)N. Drug 2: C1CN(P(=O)(OC1)NCCCl)CCCl. Cell line: HL-60(TB). Synergy scores: CSS=4.62, Synergy_ZIP=-0.286, Synergy_Bliss=-0.780, Synergy_Loewe=-3.00, Synergy_HSA=-3.36.